From a dataset of Full USPTO retrosynthesis dataset with 1.9M reactions from patents (1976-2016). Predict the reactants needed to synthesize the given product. (1) Given the product [CH3:1][C:2]1[CH:7]=[C:6]([C:8]2[NH:17][C:16](=[O:18])[C:15]3[C:10](=[CH:11][C:12]([O:29][CH3:28])=[CH:13][C:14]=3[O:19][CH2:20][CH2:21][O:22][CH:23]([CH3:25])[CH3:24])[N:9]=2)[CH:5]=[C:4]([CH3:27])[N:3]=1, predict the reactants needed to synthesize it. The reactants are: [CH3:1][C:2]1[CH:7]=[C:6]([C:8]2[NH:17][C:16](=[O:18])[C:15]3[C:10](=[CH:11][C:12](F)=[CH:13][C:14]=3[O:19][CH2:20][CH2:21][O:22][CH:23]([CH3:25])[CH3:24])[N:9]=2)[CH:5]=[C:4]([CH3:27])[N:3]=1.[CH3:28][O-:29].[Na+]. (2) Given the product [C:19]1([CH2:25][CH2:26][CH2:27][CH2:28][O:16][C:13]2[CH:12]=[CH:11][C:10]([C:9]([NH:8][CH2:7][C:6]([OH:5])=[O:18])=[O:17])=[CH:15][CH:14]=2)[CH:24]=[CH:23][CH:22]=[CH:21][CH:20]=1, predict the reactants needed to synthesize it. The reactants are: C([O:5][C:6](=[O:18])[CH2:7][NH:8][C:9](=[O:17])[C:10]1[CH:15]=[CH:14][C:13]([OH:16])=[CH:12][CH:11]=1)(C)(C)C.[C:19]1([CH2:25][CH2:26][CH2:27][CH2:28]O)[CH:24]=[CH:23][CH:22]=[CH:21][CH:20]=1. (3) Given the product [Cl:1][C:2]1[N:3]=[C:4]([NH:26][CH:22]([CH:19]2[CH2:21][CH2:20]2)[CH2:23][O:24][CH3:25])[C:5]2[CH2:10][CH2:9][CH:8]([C:11]3[CH:16]=[CH:15][C:14]([F:17])=[CH:13][CH:12]=3)[C:6]=2[N:7]=1, predict the reactants needed to synthesize it. The reactants are: [Cl:1][C:2]1[N:3]=[C:4](Cl)[C:5]2[CH2:10][CH2:9][CH:8]([C:11]3[CH:16]=[CH:15][C:14]([F:17])=[CH:13][CH:12]=3)[C:6]=2[N:7]=1.[CH:19]1([CH:22]([NH2:26])[CH2:23][O:24][CH3:25])[CH2:21][CH2:20]1. (4) Given the product [Br:1][C:2]1[CH:10]=[C:9]2[C:5](=[CH:4][CH:3]=1)[CH2:6][C:7]1([CH2:17][CH2:16][C:15]3[CH:18]=[CH:19][CH:20]=[CH:21][C:14]=3[CH2:13][CH2:12]1)/[C:8]/2=[N:28]/[C:22]#[N:23], predict the reactants needed to synthesize it. The reactants are: [Br:1][C:2]1[CH:10]=[C:9]2[C:5]([CH2:6][C:7]3([CH2:17][CH2:16][C:15]4[CH:18]=[CH:19][CH:20]=[CH:21][C:14]=4[CH2:13][CH2:12]3)[C:8]2=O)=[CH:4][CH:3]=1.[C:22](=[N:28][Si](C)(C)C)=[N:23][Si](C)(C)C. (5) Given the product [Br-:14].[C:12]([CH2:11][CH2:10][CH2:9][CH2:8][CH2:7][CH2:6][N:1]1[CH:5]=[CH:4][N+:3]([CH2:15][CH2:16][CH2:17][CH2:18][CH2:19][CH2:20][C:21]#[N:22])=[CH:2]1)#[N:13], predict the reactants needed to synthesize it. The reactants are: [N:1]1([CH2:6][CH2:7][CH2:8][CH2:9][CH2:10][CH2:11][C:12]#[N:13])[CH:5]=[CH:4][N:3]=[CH:2]1.[Br:14][CH2:15][CH2:16][CH2:17][CH2:18][CH2:19][CH2:20][C:21]#[N:22]. (6) Given the product [Cl:1][C:2]1[CH:10]=[C:9]([CH3:11])[CH:8]=[CH:7][C:3]=1[C:4]([O:6][CH3:16])=[O:5], predict the reactants needed to synthesize it. The reactants are: [Cl:1][C:2]1[CH:10]=[C:9]([CH3:11])[CH:8]=[CH:7][C:3]=1[C:4]([OH:6])=[O:5].O=S(Cl)Cl.[CH3:16]O. (7) Given the product [CH3:21][C:20]([CH3:22])([CH3:23])[C:19](=[O:24])[CH2:18][O:17][C:16]1[CH:25]=[CH:26][C:13]([C:8]([C:5]2[CH:6]=[CH:7][C:2]([NH:1][S:32]([CH2:31][CH2:30][Cl:29])(=[O:34])=[O:33])=[C:3]([CH3:28])[CH:4]=2)([CH2:11][CH3:12])[CH2:9][CH3:10])=[CH:14][C:15]=1[CH3:27], predict the reactants needed to synthesize it. The reactants are: [NH2:1][C:2]1[CH:7]=[CH:6][C:5]([C:8]([C:13]2[CH:26]=[CH:25][C:16]([O:17][CH2:18][C:19](=[O:24])[C:20]([CH3:23])([CH3:22])[CH3:21])=[C:15]([CH3:27])[CH:14]=2)([CH2:11][CH3:12])[CH2:9][CH3:10])=[CH:4][C:3]=1[CH3:28].[Cl:29][CH2:30][CH2:31][S:32](Cl)(=[O:34])=[O:33].C(N(CC)CC)C.